From a dataset of Forward reaction prediction with 1.9M reactions from USPTO patents (1976-2016). Predict the product of the given reaction. (1) Given the reactants [CH3:1][C:2](=[CH:8][C:9]1[CH:10]=[N:11][CH:12]=[CH:13][CH:14]=1)[C:3]([O:5][CH2:6][CH3:7])=[O:4], predict the reaction product. The product is: [CH3:1][CH:2]([CH2:8][C:9]1[CH:10]=[N:11][CH:12]=[CH:13][CH:14]=1)[C:3]([O:5][CH2:6][CH3:7])=[O:4]. (2) Given the reactants ClC1C=C(C=CC=1)C(OO)=O.C([N:19]1[CH2:24][CH2:23][O:22][CH:21]([CH2:25][NH:26][C:27](=[O:46])[C:28]2[CH:33]=[CH:32][C:31]([C:34]3[C:35]([C:40]4[CH:45]=[CH:44][CH:43]=[CH:42][CH:41]=4)=[N:36][O:37][C:38]=3[CH3:39])=[CH:30][CH:29]=2)[CH2:20]1)C1C=CC=CC=1.N, predict the reaction product. The product is: [CH3:39][C:38]1[O:37][N:36]=[C:35]([C:40]2[CH:41]=[CH:42][CH:43]=[CH:44][CH:45]=2)[C:34]=1[C:31]1[CH:32]=[CH:33][C:28]([C:27]([NH:26][CH2:25][CH:21]2[O:22][CH2:23][CH2:24][NH:19][CH2:20]2)=[O:46])=[CH:29][CH:30]=1. (3) Given the reactants [Br:1][C:2]1[C:3](Cl)=[C:4]([C:14]#[N:15])[C:5](=O)[N:6]([CH:8]([CH:10]([CH3:12])[CH3:11])[CH3:9])[CH:7]=1.[OH2:17].[NH2:18][NH2:19], predict the reaction product. The product is: [NH2:15][C:14]1[C:4]2[C:5](=[O:17])[N:6]([CH:8]([CH:10]([CH3:12])[CH3:11])[CH3:9])[CH:7]=[C:2]([Br:1])[C:3]=2[NH:19][N:18]=1.